The task is: Predict the reactants needed to synthesize the given product.. This data is from Full USPTO retrosynthesis dataset with 1.9M reactions from patents (1976-2016). Given the product [CH:22]1([C:3]2[CH:4]=[C:5]3[C:10]([CH2:9][CH2:8][CH2:7][CH2:6]3)=[C:1]([OH:21])[C:2]=2[C:11]2[C:20]([CH:22]3[CH2:26][CH2:25][CH2:24][CH2:23]3)=[CH:19][C:18]3[CH2:17][CH2:16][CH2:15][CH2:14][C:13]=3[CH:12]=2)[CH2:26][CH2:25][CH2:24][CH2:23]1, predict the reactants needed to synthesize it. The reactants are: [C:1]1([OH:21])[C:2]([C:11]2[CH:20]=[CH:19][C:18]3[CH2:17][CH2:16][CH2:15][CH2:14][C:13]=3[CH:12]=2)=[CH:3][CH:4]=[C:5]2[C:10]=1[CH2:9][CH2:8][CH2:7][CH2:6]2.[CH:22]1[CH2:26][CH2:25][CH2:24][CH:23]=1.